From a dataset of Forward reaction prediction with 1.9M reactions from USPTO patents (1976-2016). Predict the product of the given reaction. (1) Given the reactants [OH:1][CH:2]([C:20]1[CH:25]=[CH:24][C:23]([O:26][C:27]2[CH:32]=[CH:31][CH:30]=[CH:29][CH:28]=2)=[CH:22][CH:21]=1)[CH:3]([CH2:9][C:10]1[CH:15]=[CH:14][C:13]([C:16]([F:19])([F:18])[F:17])=[CH:12][CH:11]=1)[C:4]([O:6]CC)=[O:5].[OH-].[Na+].Cl, predict the reaction product. The product is: [OH:1][CH:2]([C:20]1[CH:21]=[CH:22][C:23]([O:26][C:27]2[CH:28]=[CH:29][CH:30]=[CH:31][CH:32]=2)=[CH:24][CH:25]=1)[CH:3]([CH2:9][C:10]1[CH:11]=[CH:12][C:13]([C:16]([F:18])([F:19])[F:17])=[CH:14][CH:15]=1)[C:4]([OH:6])=[O:5]. (2) Given the reactants C1C=CC2N(O)N=NC=2C=1.[Cl:11][C:12]1[CH:13]=[C:14]([CH:18]=[CH:19][C:20]=1[O:21][CH:22]([CH3:24])[CH3:23])[C:15]([OH:17])=O.O[NH:26]/[C:27](=[N:55]\[H])/[C:28]1[CH:36]=[CH:35][C:34]([CH2:37][CH2:38][CH2:39][C:40]([O:42][CH2:43][CH3:44])=[O:41])=[C:33]2[C:29]=1[CH:30]=[CH:31][N:32]2S(C1C=CC(C)=CC=1)(=O)=O.CCCC[N+](CCCC)(CCCC)CCCC.[F-], predict the reaction product. The product is: [Cl:11][C:12]1[CH:13]=[C:14]([C:15]2[O:17][N:55]=[C:27]([C:28]3[CH:36]=[CH:35][C:34]([CH2:37][CH2:38][CH2:39][C:40]([O:42][CH2:43][CH3:44])=[O:41])=[C:33]4[C:29]=3[CH:30]=[CH:31][NH:32]4)[N:26]=2)[CH:18]=[CH:19][C:20]=1[O:21][CH:22]([CH3:24])[CH3:23]. (3) Given the reactants [C:1]([O:6][CH2:7][C:8]1[CH:13]=[CH:12][CH:11]=[CH:10][CH:9]=1)(=[O:5])[C:2]([CH3:4])=[CH2:3].[C:14]([OH:19])(=[O:18])[C:15]([CH3:17])=[CH2:16].N(C(C)(C)C(OC)=O)=NC(C)(C)C(OC)=O, predict the reaction product. The product is: [C:1]([O:6][CH2:7][C:8]1[CH:9]=[CH:10][CH:11]=[CH:12][CH:13]=1)(=[O:5])[C:2]([CH3:4])=[CH2:3].[C:14]([OH:19])(=[O:18])[C:15]([CH3:17])=[CH2:16]. (4) The product is: [F:23][C:19]1[CH:18]=[C:17]([CH:22]=[CH:21][CH:20]=1)[CH2:16][N:12]1[C:11]2[CH2:10][CH2:9][CH:8]([NH:24][C:25](=[O:29])[CH:26]([CH3:27])[CH3:28])[CH2:7][C:6]=2[C:5]2[C:13]1=[CH:14][CH:15]=[C:3]([C:1](=[S:32])[NH2:2])[CH:4]=2. Given the reactants [C:1]([C:3]1[CH:4]=[C:5]2[C:13](=[CH:14][CH:15]=1)[N:12]([CH2:16][C:17]1[CH:22]=[CH:21][CH:20]=[C:19]([F:23])[CH:18]=1)[C:11]1[CH2:10][CH2:9][CH:8]([NH:24][C:25](=[O:29])[CH:26]([CH3:28])[CH3:27])[CH2:7][C:6]2=1)#[N:2].C(N)(=[S:32])C.C([O-])(O)=O.[Na+], predict the reaction product. (5) Given the reactants [CH2:1]([N:6]1[C:16]2[C:11](=[CH:12][CH:13]=[C:14]([O:17][CH3:18])[CH:15]=2)[C:9](=O)[C:7]1=[O:8])[CH2:2][CH2:3][CH2:4][CH3:5].[C:19]1([CH2:25][C:26]([NH:28][NH2:29])=[O:27])[CH:24]=[CH:23][CH:22]=[CH:21][CH:20]=1, predict the reaction product. The product is: [CH3:18][O:17][C:14]1[CH:15]=[C:16]2[C:11](/[C:9](=[N:29]/[NH:28][C:26](=[O:27])[CH2:25][C:19]3[CH:20]=[CH:21][CH:22]=[CH:23][CH:24]=3)/[C:7](=[O:8])[N:6]2[CH2:1][CH2:2][CH2:3][CH2:4][CH3:5])=[CH:12][CH:13]=1. (6) Given the reactants [Br:1][C:2]1[CH:3]=[C:4]([C:8](=[O:13])[CH2:9][CH2:10][CH2:11][OH:12])[CH:5]=[N:6][CH:7]=1.CC(OI1(OC(C)=O)(OC(C)=O)OC(=O)C2C=CC=CC1=2)=O, predict the reaction product. The product is: [Br:1][C:2]1[CH:3]=[C:4]([C:8](=[O:13])[CH2:9][CH2:10][CH:11]=[O:12])[CH:5]=[N:6][CH:7]=1.